From a dataset of Peptide-MHC class II binding affinity with 134,281 pairs from IEDB. Regression. Given a peptide amino acid sequence and an MHC pseudo amino acid sequence, predict their binding affinity value. This is MHC class II binding data. (1) The peptide sequence is SIVYEADHHILHLPGCVPCV. The MHC is DRB1_1101 with pseudo-sequence DRB1_1101. The binding affinity (normalized) is 0.204. (2) The peptide sequence is VGPLTVNEKRRLKLI. The MHC is DRB1_0701 with pseudo-sequence DRB1_0701. The binding affinity (normalized) is 0.